Task: Predict which catalyst facilitates the given reaction.. Dataset: Catalyst prediction with 721,799 reactions and 888 catalyst types from USPTO Reactant: [CH2:1]([O:3][C:4](=[O:28])[CH2:5][NH:6][CH2:7][CH2:8][CH2:9][N:10]([CH2:18][C:19]1[CH:27]=[CH:26][C:22]2[O:23][CH2:24][O:25][C:21]=2[CH:20]=1)[C:11]([O:13][C:14]([CH3:17])([CH3:16])[CH3:15])=[O:12])[CH3:2].Cl[C:30]1[S:34][N:33]=[C:32]([N:35]2[CH:39]=[CH:38][N:37]=[CH:36]2)[N:31]=1.CS(C)=O. Product: [CH2:1]([O:3][C:4](=[O:28])[CH2:5][N:6]([CH2:7][CH2:8][CH2:9][N:10]([CH2:18][C:19]1[CH:27]=[CH:26][C:22]2[O:23][CH2:24][O:25][C:21]=2[CH:20]=1)[C:11]([O:13][C:14]([CH3:17])([CH3:16])[CH3:15])=[O:12])[C:30]1[S:34][N:33]=[C:32]([N:35]2[CH:39]=[CH:38][N:37]=[CH:36]2)[N:31]=1)[CH3:2]. The catalyst class is: 6.